From a dataset of Catalyst prediction with 721,799 reactions and 888 catalyst types from USPTO. Predict which catalyst facilitates the given reaction. (1) Product: [CH3:25][N:21]1[C:22]2[C:18](=[CH:17][C:16]([C:5]3[NH:4][C:3](=[O:2])[C:8]([C@@:9]4([CH3:15])[CH2:13][CH2:12][NH:11][C:10]4=[O:14])=[CH:7][CH:6]=3)=[CH:24][CH:23]=2)[CH:19]=[CH:20]1. Reactant: C[O:2][C:3]1[C:8]([C@@:9]2([CH3:15])[CH2:13][CH2:12][NH:11][C:10]2=[O:14])=[CH:7][CH:6]=[C:5]([C:16]2[CH:17]=[C:18]3[C:22](=[CH:23][CH:24]=2)[N:21]([CH3:25])[CH:20]=[CH:19]3)[N:4]=1.C([S-])CC.[Na+].CN(C=O)C. The catalyst class is: 14. (2) Reactant: [NH:1]1[CH:5]=[CH:4][C:3]([C:6]2[CH:11]=[CH:10][CH:9]=[CH:8][N:7]=2)=[N:2]1.[F:12][C:13]1[CH:14]=[C:15]([N+:20]([O-:22])=[O:21])[CH:16]=[CH:17][C:18]=1F.C(=O)([O-])[O-].[K+].[K+].O. Product: [F:12][C:13]1[CH:14]=[C:15]([N+:20]([O-:22])=[O:21])[CH:16]=[CH:17][C:18]=1[N:1]1[CH:5]=[CH:4][C:3]([C:6]2[CH:11]=[CH:10][CH:9]=[CH:8][N:7]=2)=[N:2]1. The catalyst class is: 9. (3) Reactant: [N+:1]([C:4]1[CH:13]=[CH:12][C:7]2[O:8][CH2:9][CH2:10][NH:11][C:6]=2[CH:5]=1)([O-:3])=[O:2].[H-].[Na+].Cl.Cl[CH2:18][CH2:19][N:20]([CH3:22])[CH3:21]. Product: [CH3:21][N:20]([CH3:22])[CH2:19][CH2:18][N:11]1[CH2:10][CH2:9][O:8][C:7]2[CH:12]=[CH:13][C:4]([N+:1]([O-:3])=[O:2])=[CH:5][C:6]1=2. The catalyst class is: 3. (4) Reactant: [O:1]=[C:2]1[C:10]2(C3C(=CC4OCCOC=4C=3)[O:12][CH2:11]2)[C:9]2[C:4](=[CH:5][CH:6]=[CH:7][CH:8]=2)[N:3]1[CH2:23][C:24]1[C:29](C(O)=O)=[CH:28][CH:27]=[CH:26][N:25]=1.P(N=[N+]=[N-])(=O)([O:41][C:42]1[CH:47]=[CH:46][CH:45]=[CH:44][CH:43]=1)[O:41][C:42]1[CH:47]=[CH:46][CH:45]=[CH:44][CH:43]=1.C([N:54](CC)CC)C.[C:59]([OH:63])(C)(C)[CH3:60].[BrH:64].C(O)(=O)C. Product: [BrH:64].[NH2:54][C:29]1[C:24]([CH2:23][N:3]2[C:4]3[C:9](=[CH:8][CH:7]=[CH:6][CH:5]=3)[C:10]3([C:45]4[C:46](=[CH:47][C:42]5[O:41][CH2:60][CH2:59][O:63][C:43]=5[CH:44]=4)[O:12][CH2:11]3)[C:2]2=[O:1])=[N:25][CH:26]=[CH:27][CH:28]=1. The catalyst class is: 802.